From a dataset of NCI-60 drug combinations with 297,098 pairs across 59 cell lines. Regression. Given two drug SMILES strings and cell line genomic features, predict the synergy score measuring deviation from expected non-interaction effect. (1) Drug 1: CCCCCOC(=O)NC1=NC(=O)N(C=C1F)C2C(C(C(O2)C)O)O. Drug 2: CC(C)(C#N)C1=CC(=CC(=C1)CN2C=NC=N2)C(C)(C)C#N. Cell line: K-562. Synergy scores: CSS=-10.4, Synergy_ZIP=6.79, Synergy_Bliss=7.28, Synergy_Loewe=-4.32, Synergy_HSA=-1.79. (2) Drug 1: CC1=CC2C(CCC3(C2CCC3(C(=O)C)OC(=O)C)C)C4(C1=CC(=O)CC4)C. Drug 2: C(=O)(N)NO. Cell line: KM12. Synergy scores: CSS=-22.1, Synergy_ZIP=-1.62, Synergy_Bliss=-18.7, Synergy_Loewe=-18.4, Synergy_HSA=-20.4. (3) Synergy scores: CSS=1.47, Synergy_ZIP=-4.62, Synergy_Bliss=0.127, Synergy_Loewe=-26.3, Synergy_HSA=-3.88. Drug 2: CCC1(CC2CC(C3=C(CCN(C2)C1)C4=CC=CC=C4N3)(C5=C(C=C6C(=C5)C78CCN9C7C(C=CC9)(C(C(C8N6C)(C(=O)OC)O)OC(=O)C)CC)OC)C(=O)OC)O.OS(=O)(=O)O. Drug 1: CN(C)C1=NC(=NC(=N1)N(C)C)N(C)C. Cell line: TK-10. (4) Drug 1: CC1OCC2C(O1)C(C(C(O2)OC3C4COC(=O)C4C(C5=CC6=C(C=C35)OCO6)C7=CC(=C(C(=C7)OC)O)OC)O)O. Drug 2: CC(C1=C(C=CC(=C1Cl)F)Cl)OC2=C(N=CC(=C2)C3=CN(N=C3)C4CCNCC4)N. Cell line: OVCAR3. Synergy scores: CSS=27.1, Synergy_ZIP=-4.68, Synergy_Bliss=-1.66, Synergy_Loewe=-7.28, Synergy_HSA=-3.73. (5) Drug 1: CC1C(C(CC(O1)OC2CC(OC(C2O)C)OC3=CC4=CC5=C(C(=O)C(C(C5)C(C(=O)C(C(C)O)O)OC)OC6CC(C(C(O6)C)O)OC7CC(C(C(O7)C)O)OC8CC(C(C(O8)C)O)(C)O)C(=C4C(=C3C)O)O)O)O. Drug 2: CCN(CC)CCCC(C)NC1=C2C=C(C=CC2=NC3=C1C=CC(=C3)Cl)OC. Cell line: MALME-3M. Synergy scores: CSS=47.2, Synergy_ZIP=-0.0973, Synergy_Bliss=-0.696, Synergy_Loewe=-1.86, Synergy_HSA=-1.87. (6) Drug 1: CC(C1=C(C=CC(=C1Cl)F)Cl)OC2=C(N=CC(=C2)C3=CN(N=C3)C4CCNCC4)N. Drug 2: CC1=C(C=C(C=C1)NC2=NC=CC(=N2)N(C)C3=CC4=NN(C(=C4C=C3)C)C)S(=O)(=O)N.Cl. Cell line: SN12C. Synergy scores: CSS=9.91, Synergy_ZIP=-1.82, Synergy_Bliss=-0.341, Synergy_Loewe=1.02, Synergy_HSA=1.05. (7) Drug 1: C1CNP(=O)(OC1)N(CCCl)CCCl. Drug 2: N.N.Cl[Pt+2]Cl. Cell line: MDA-MB-435. Synergy scores: CSS=16.4, Synergy_ZIP=-7.61, Synergy_Bliss=-2.83, Synergy_Loewe=-12.2, Synergy_HSA=-1.07. (8) Drug 1: C(=O)(N)NO. Drug 2: N.N.Cl[Pt+2]Cl. Cell line: TK-10. Synergy scores: CSS=6.20, Synergy_ZIP=-4.66, Synergy_Bliss=-0.902, Synergy_Loewe=-15.0, Synergy_HSA=-4.71.